Task: Regression. Given two drug SMILES strings and cell line genomic features, predict the synergy score measuring deviation from expected non-interaction effect.. Dataset: Merck oncology drug combination screen with 23,052 pairs across 39 cell lines (1) Drug 1: O=C(NOCC(O)CO)c1ccc(F)c(F)c1Nc1ccc(I)cc1F. Drug 2: COC1CC2CCC(C)C(O)(O2)C(=O)C(=O)N2CCCCC2C(=O)OC(C(C)CC2CCC(OP(C)(C)=O)C(OC)C2)CC(=O)C(C)C=C(C)C(O)C(OC)C(=O)C(C)CC(C)C=CC=CC=C1C. Cell line: COLO320DM. Synergy scores: synergy=0.248. (2) Drug 1: CN1C(=O)C=CC2(C)C3CCC4(C)C(NC(=O)OCC(F)(F)F)CCC4C3CCC12. Drug 2: COC12C(COC(N)=O)C3=C(C(=O)C(C)=C(N)C3=O)N1CC1NC12. Cell line: A427. Synergy scores: synergy=-3.41. (3) Drug 1: COc1cccc2c1C(=O)c1c(O)c3c(c(O)c1C2=O)CC(O)(C(=O)CO)CC3OC1CC(N)C(O)C(C)O1. Drug 2: C#Cc1cccc(Nc2ncnc3cc(OCCOC)c(OCCOC)cc23)c1. Cell line: A2780. Synergy scores: synergy=9.17. (4) Drug 1: CCC1=CC2CN(C1)Cc1c([nH]c3ccccc13)C(C(=O)OC)(c1cc3c(cc1OC)N(C)C1C(O)(C(=O)OC)C(OC(C)=O)C4(CC)C=CCN5CCC31C54)C2. Drug 2: COC1CC2CCC(C)C(O)(O2)C(=O)C(=O)N2CCCCC2C(=O)OC(C(C)CC2CCC(OP(C)(C)=O)C(OC)C2)CC(=O)C(C)C=C(C)C(O)C(OC)C(=O)C(C)CC(C)C=CC=CC=C1C. Cell line: NCIH23. Synergy scores: synergy=-3.81. (5) Drug 2: CC1(c2nc3c(C(N)=O)cccc3[nH]2)CCCN1. Synergy scores: synergy=-7.77. Cell line: ES2. Drug 1: O=P1(N(CCCl)CCCl)NCCCO1.